Dataset: Forward reaction prediction with 1.9M reactions from USPTO patents (1976-2016). Task: Predict the product of the given reaction. (1) Given the reactants [CH3:1][C:2]1([CH3:12])[CH2:6][C:5]2[CH:7]=[CH:8][CH:9]=[C:10]([OH:11])[C:4]=2[O:3]1.[C:13](OC(=O)C)(=[O:15])[CH3:14].N1C=CC=CC=1.O, predict the reaction product. The product is: [C:13]([O:11][C:10]1[C:4]2[O:3][C:2]([CH3:12])([CH3:1])[CH2:6][C:5]=2[CH:7]=[CH:8][CH:9]=1)(=[O:15])[CH3:14]. (2) Given the reactants [CH3:1][O:2][C:3]1[CH:12]=[C:11]2[C:6]([CH:7]=[CH:8][C:9](=[O:16])[N:10]2[CH2:13][CH:14]=O)=[N:5][CH:4]=1.[NH:17]1[CH2:22][CH2:21][CH:20]([NH:23][C:24](=[O:30])[O:25][C:26]([CH3:29])([CH3:28])[CH3:27])[CH2:19][CH2:18]1.[BH-](OC(C)=O)(OC(C)=O)OC(C)=O.[Na+].C([O-])(O)=O.[Na+], predict the reaction product. The product is: [CH3:1][O:2][C:3]1[CH:12]=[C:11]2[C:6]([CH:7]=[CH:8][C:9](=[O:16])[N:10]2[CH2:13][CH2:14][N:17]2[CH2:18][CH2:19][CH:20]([NH:23][C:24](=[O:30])[O:25][C:26]([CH3:28])([CH3:27])[CH3:29])[CH2:21][CH2:22]2)=[N:5][CH:4]=1. (3) Given the reactants [Cl:1][C:2]1[CH:7]=[C:6]([F:8])[C:5]([N:9]2[C:14](=[O:15])[CH:13]=[C:12]([C:16]([F:19])([F:18])[F:17])[NH:11][C:10]2=[O:20])=[C:4]([N+:21]([O-:23])=[O:22])[C:3]=1[O:24][CH3:25].[C:26](=O)([O-])[O-].[K+].[K+].COS(OC)(=O)=O.O, predict the reaction product. The product is: [Cl:1][C:2]1[CH:7]=[C:6]([F:8])[C:5]([N:9]2[C:14](=[O:15])[CH:13]=[C:12]([C:16]([F:18])([F:17])[F:19])[N:11]([CH3:26])[C:10]2=[O:20])=[C:4]([N+:21]([O-:23])=[O:22])[C:3]=1[O:24][CH3:25]. (4) Given the reactants [CH3:1][CH:2]([C:4]1[CH:9]=[CH:8][N:7]=[CH:6][CH:5]=1)[OH:3].CC(O)=O.[OH-].[Na+].O, predict the reaction product. The product is: [NH:7]1[CH2:8][CH2:9][CH:4]([CH:2]([OH:3])[CH3:1])[CH2:5][CH2:6]1. (5) The product is: [Cl:3][C:4]1[CH:8]=[CH:7][N:6]([CH3:15])[C:5]=1[C:9]([O:11][CH3:12])=[O:10]. Given the reactants [H-].[Na+].[Cl:3][C:4]1[CH:8]=[CH:7][NH:6][C:5]=1[C:9]([O:11][CH3:12])=[O:10].IC.[CH3:15]N(C=O)C.Cl, predict the reaction product. (6) Given the reactants P([O-])([O-])([O-])=O.[K+].[K+].[K+].[C:9]1([B-](F)(F)F)[CH:14]=[CH:13][CH:12]=[CH:11][CH:10]=1.[K+].Cl[C:21]1[C:26]2[O:27][CH:28]([CH3:32])[C:29](=[O:31])[NH:30][C:25]=2[CH:24]=[C:23]([CH:33]=[O:34])[CH:22]=1.C1(P(C2CCCCC2)C2C=CC=CC=2C2C(OC(C)C)=CC=CC=2OC(C)C)CCCCC1, predict the reaction product. The product is: [CH3:32][CH:28]1[O:27][C:26]2[C:21]([C:9]3[CH:14]=[CH:13][CH:12]=[CH:11][CH:10]=3)=[CH:22][C:23]([CH:33]=[O:34])=[CH:24][C:25]=2[NH:30][C:29]1=[O:31].